This data is from Reaction yield outcomes from USPTO patents with 853,638 reactions. The task is: Predict the reaction yield, written as a fraction of the theoretical maximum amount of product (1.0 means a 100% yield; for example, 0.34 means a 34% yield). (1) The catalyst is [Br-].C[P+](C1C=CC=CC=1)(C1C=CC=CC=1)C1C=CC=CC=1.C1COCC1. The reactants are [Li][CH2:2]CCC.[Br:6][C:7]1[CH:15]=[C:14]2[C:10]([CH2:11][CH2:12][C:13]2=O)=[CH:9][CH:8]=1. The product is [Br:6][C:7]1[CH:15]=[C:14]2[C:10]([CH2:11][CH2:12][C:13]2=[CH2:2])=[CH:9][CH:8]=1. The yield is 0.620. (2) The reactants are [N+:1]([C:4]([N+:8]([O-:10])=[O:9])(O)[CH2:5]C)([O-:3])=[O:2].[C:11]([OH:18])(=[O:17])[CH2:12][CH2:13][CH2:14][CH2:15][CH3:16].Cl[CH:20](Cl)C. No catalyst specified. The product is [C:11]([O:18][CH2:20][C:4]([N+:8]([O-:10])=[O:9])([N+:1]([O-:3])=[O:2])[CH3:5])(=[O:17])[CH2:12][CH2:13][CH2:14][CH2:15][CH3:16]. The yield is 0.930. (3) The reactants are [O:1]1[CH2:6][CH2:5][CH:4]([C:7]([OH:9])=[O:8])[CH2:3][CH2:2]1.[C:10]1(O)[CH:15]=[CH:14][CH:13]=[CH:12][CH:11]=1.F[P-](F)(F)(F)(F)F.S1(O[P+](N2CCCC2)(N2CCCC2)N2CCCC2)C2C=CC=CC=2N=C1.C(N(CC)CC)C. The catalyst is CN(C=O)C.O. The product is [O:1]1[CH2:6][CH2:5][CH:4]([C:7]([O:9][C:10]2[CH:15]=[CH:14][CH:13]=[CH:12][CH:11]=2)=[O:8])[CH2:3][CH2:2]1. The yield is 0.810. (4) The yield is 0.980. The product is [Si:27]([O:1][C:2]1[CH:3]=[C:4]([CH:9]=[CH:10][C:11]=1[O:12][CH3:13])[C:5]([O:7][CH3:8])=[O:6])([C:23]([CH3:26])([CH3:25])[CH3:24])([CH3:29])[CH3:28]. The catalyst is CN(C=O)C. The reactants are [OH:1][C:2]1[CH:3]=[C:4]([CH:9]=[CH:10][C:11]=1[O:12][CH3:13])[C:5]([O:7][CH3:8])=[O:6].C(N(C(C)C)C(C)C)C.[C:23]([Si:27](Cl)([CH3:29])[CH3:28])([CH3:26])([CH3:25])[CH3:24].O.